Predict the product of the given reaction. From a dataset of Forward reaction prediction with 1.9M reactions from USPTO patents (1976-2016). Given the reactants [F:1][C:2]([F:15])([F:14])[S:3]([O:6]S(C(F)(F)F)(=O)=O)(=[O:5])=[O:4].O[C:17]1[CH:24]=[CH:23][C:20]([C:21]#[N:22])=[CH:19][C:18]=1[O:25][CH3:26], predict the reaction product. The product is: [F:1][C:2]([F:15])([F:14])[S:3]([O:6][C:17]1[CH:24]=[CH:23][C:20]([C:21]#[N:22])=[CH:19][C:18]=1[O:25][CH3:26])(=[O:5])=[O:4].